Dataset: Forward reaction prediction with 1.9M reactions from USPTO patents (1976-2016). Task: Predict the product of the given reaction. Given the reactants [Br:1][C:2]1[CH:10]=[CH:9][C:5]([C:6](O)=[O:7])=[CH:4][CH:3]=1.C(Cl)(=O)C([Cl:14])=O, predict the reaction product. The product is: [Br:1][C:2]1[CH:10]=[CH:9][C:5]([C:6]([Cl:14])=[O:7])=[CH:4][CH:3]=1.